From a dataset of Forward reaction prediction with 1.9M reactions from USPTO patents (1976-2016). Predict the product of the given reaction. (1) Given the reactants S(O[CH2:12][CH2:13][CH2:14][CH:15]1[CH2:20][CH2:19][N:18]([C:21]2[CH:26]=[CH:25][C:24]([N+:27]([O-:29])=[O:28])=[CH:23][CH:22]=2)[CH2:17][CH2:16]1)(C1C=CC(C)=CC=1)(=O)=O.[N:30]1(C(C)CC2CCN(C3C=CC(N)=CC=3)CC2)[CH:34]=[CH:33][N:32]=[N:31]1, predict the reaction product. The product is: [N:30]1([CH2:12][CH2:13][CH2:14][CH:15]2[CH2:16][CH2:17][N:18]([C:21]3[CH:22]=[CH:23][C:24]([N+:27]([O-:29])=[O:28])=[CH:25][CH:26]=3)[CH2:19][CH2:20]2)[CH:34]=[CH:33][N:32]=[N:31]1. (2) Given the reactants [NH2:1][CH2:2][CH2:3][C:4]1[N:5]([CH:28]([C:35]2[CH:40]=[CH:39][CH:38]=[CH:37][CH:36]=2)[C:29]2[CH:34]=[CH:33][CH:32]=[CH:31][CH:30]=2)[C:6]2[C:11]([C:12]=1[CH2:13][CH2:14][O:15][C:16]1[CH:25]=[CH:24][C:19]([C:20]([O:22]C)=[O:21])=[C:18]([F:26])[CH:17]=1)=[CH:10][C:9]([Cl:27])=[CH:8][CH:7]=2.[Cl:41][C:42]1[CH:47]=[CH:46][CH:45]=[CH:44][C:43]=1[S:48](Cl)(=[O:50])=[O:49], predict the reaction product. The product is: [CH:28]([N:5]1[C:6]2[C:11](=[CH:10][C:9]([Cl:27])=[CH:8][CH:7]=2)[C:12]([CH2:13][CH2:14][O:15][C:16]2[CH:25]=[CH:24][C:19]([C:20]([OH:22])=[O:21])=[C:18]([F:26])[CH:17]=2)=[C:4]1[CH2:3][CH2:2][NH:1][S:48]([C:43]1[CH:44]=[CH:45][CH:46]=[CH:47][C:42]=1[Cl:41])(=[O:50])=[O:49])([C:35]1[CH:40]=[CH:39][CH:38]=[CH:37][CH:36]=1)[C:29]1[CH:30]=[CH:31][CH:32]=[CH:33][CH:34]=1.